From a dataset of Full USPTO retrosynthesis dataset with 1.9M reactions from patents (1976-2016). Predict the reactants needed to synthesize the given product. Given the product [CH2:22]([O:9][C:1](=[O:10])[C:2]1[CH:8]=[CH:7][CH:6]=[CH:5][C:3]=1[S:4][CH2:30][C:17]1[CH:16]=[CH:15][CH:14]=[CH:13][CH:12]=1)[C:23]1[CH:28]=[CH:27][CH:26]=[CH:25][CH:24]=1, predict the reactants needed to synthesize it. The reactants are: [C:1]([OH:10])(=[O:9])[C:2]1[C:3](=[CH:5][CH:6]=[CH:7][CH:8]=1)[SH:4].N12CCCN=[C:17]1[CH2:16][CH2:15][CH2:14][CH2:13][CH2:12]2.[CH2:22](Br)[C:23]1[CH:28]=[CH:27][CH:26]=[CH:25][CH:24]=1.[CH3:30]C(C)=O.